Dataset: Reaction yield outcomes from USPTO patents with 853,638 reactions. Task: Predict the reaction yield, written as a fraction of the theoretical maximum amount of product (1.0 means a 100% yield; for example, 0.34 means a 34% yield). (1) The reactants are [N:1]1([CH2:7][CH2:8][N:9]2[C:13]3[CH:14]=[CH:15][CH:16]=[CH:17][C:12]=3[S:11][C:10]2=[NH:18])[CH2:6][CH2:5][O:4][CH2:3][CH2:2]1.[C:19]12([C:29](O)=[O:30])[CH2:28][CH:23]3[CH2:24][CH:25]([CH2:27][CH:21]([CH2:22]3)[CH2:20]1)[CH2:26]2. No catalyst specified. The product is [N:1]1([CH2:7][CH2:8][N:9]2[C:13]3[CH:14]=[CH:15][CH:16]=[CH:17][C:12]=3[S:11]/[C:10]/2=[N:18]\[C:29]([C:19]23[CH2:28][CH:23]4[CH2:22][CH:21]([CH2:27][CH:25]([CH2:24]4)[CH2:26]2)[CH2:20]3)=[O:30])[CH2:6][CH2:5][O:4][CH2:3][CH2:2]1. The yield is 0.250. (2) The reactants are [CH2:1]([S:8][CH2:9][C@H:10]([NH:14][C:15]([N:17]1[CH2:22][CH2:21][O:20][CH2:19][CH2:18]1)=[O:16])[C:11]([OH:13])=O)[C:2]1[CH:7]=[CH:6][CH:5]=[CH:4][CH:3]=1.[F:23][C:24]([F:38])([F:37])[O:25][C:26]1[CH:31]=[CH:30][C:29]([NH:32][CH2:33][C@@H:34]([NH2:36])[CH3:35])=[CH:28][CH:27]=1.CN(C(ON1N=NC2C=CC=NC1=2)=[N+](C)C)C.F[P-](F)(F)(F)(F)F.CCN(C(C)C)C(C)C. The catalyst is C(Cl)Cl. The product is [CH2:1]([S:8][CH2:9][C@H:10]([NH:14][C:15]([N:17]1[CH2:22][CH2:21][O:20][CH2:19][CH2:18]1)=[O:16])[C:11](=[O:13])[NH:36][C@@H:34]([CH3:35])[CH2:33][NH:32][C:29]1[CH:28]=[CH:27][C:26]([O:25][C:24]([F:23])([F:37])[F:38])=[CH:31][CH:30]=1)[C:2]1[CH:3]=[CH:4][CH:5]=[CH:6][CH:7]=1. The yield is 0.0500. (3) The reactants are [Cl:1][C:2]1[CH:7]=[CH:6][C:5]([F:8])=[CH:4][C:3]=1[C@H:9]1[CH2:13][CH2:12][CH2:11][N:10]1[C:14]1[CH:19]=[CH:18][N:17]2[N:20]=[CH:21][C:22]([NH2:23])=[C:16]2[N:15]=1.C1N=CN([C:29]([N:31]2[CH:35]=N[CH:33]=[CH:32]2)=[O:30])C=1.Cl.N1CC([OH:41])C1.CCN(C(C)C)C(C)C. The catalyst is C(Cl)Cl. The product is [Cl:1][C:2]1[CH:7]=[CH:6][C:5]([F:8])=[CH:4][C:3]=1[C@H:9]1[CH2:13][CH2:12][CH2:11][N:10]1[C:14]1[CH:19]=[CH:18][N:17]2[N:20]=[CH:21][C:22]([NH:23][C:29]([N:31]3[CH2:32][CH:33]([OH:41])[CH2:35]3)=[O:30])=[C:16]2[N:15]=1. The yield is 0.850. (4) The reactants are [C:1](OC)([O:5][CH3:6])([O:3]C)[CH3:2].[C:9]1([CH:15](O)[C:16]([CH3:18])=[CH2:17])[CH:14]=[CH:13][CH:12]=[CH:11][CH:10]=1.C(O)(=O)CC. The catalyst is CO. The product is [CH3:17]/[C:16](=[CH:15]\[C:9]1[CH:14]=[CH:13][CH:12]=[CH:11][CH:10]=1)/[CH2:18][CH2:2][C:1]([O:5][CH3:6])=[O:3]. The yield is 0.210. (5) The reactants are C([O:4][CH2:5][C:6]1[C:7]([N:30]2[CH2:42][CH2:41][N:33]3[C:34]4[CH2:35][CH2:36][CH2:37][CH2:38][C:39]=4[CH:40]=[C:32]3[C:31]2=[O:43])=[N:8][CH:9]=[CH:10][C:11]=1[C:12]1[CH:17]=[C:16]([NH:18][C:19]2[N:24]=[C:23]3[N:25]=[CH:26][NH:27][C:22]3=[CH:21][CH:20]=2)[C:15](=[O:28])[N:14]([CH3:29])[CH:13]=1)(=O)C.[OH-].[Li+]. The catalyst is C(O)(C)C.C1COCC1.O. The product is [OH:4][CH2:5][C:6]1[C:7]([N:30]2[CH2:42][CH2:41][N:33]3[C:34]4[CH2:35][CH2:36][CH2:37][CH2:38][C:39]=4[CH:40]=[C:32]3[C:31]2=[O:43])=[N:8][CH:9]=[CH:10][C:11]=1[C:12]1[CH:17]=[C:16]([NH:18][C:19]2[N:24]=[C:23]3[N:25]=[CH:26][NH:27][C:22]3=[CH:21][CH:20]=2)[C:15](=[O:28])[N:14]([CH3:29])[CH:13]=1. The yield is 0.400.